Dataset: Catalyst prediction with 721,799 reactions and 888 catalyst types from USPTO. Task: Predict which catalyst facilitates the given reaction. (1) Reactant: [CH2:1]([C:3]1[CH:4]=[C:5]([CH:21]2[CH2:26][CH2:25][N:24](C(OC(C)(C)C)=O)[CH2:23][CH2:22]2)[CH:6]=[CH:7][C:8]=1[N:9]([CH3:20])[C:10]1[N:15]=[CH:14][C:13]2[N:16]=[CH:17][N:18]([CH3:19])[C:12]=2[CH:11]=1)[CH3:2].FC(F)(F)C(O)=O. Product: [CH2:1]([C:3]1[CH:4]=[C:5]([CH:21]2[CH2:26][CH2:25][NH:24][CH2:23][CH2:22]2)[CH:6]=[CH:7][C:8]=1[N:9]([CH3:20])[C:10]1[N:15]=[CH:14][C:13]2[N:16]=[CH:17][N:18]([CH3:19])[C:12]=2[CH:11]=1)[CH3:2]. The catalyst class is: 2. (2) Reactant: Cl.C(OC(=O)[NH:8][CH:9]1[CH2:14][CH2:13][N:12]([C:15]([N:17]2[CH2:22][CH:21]([C:23]3[CH:28]=[CH:27][C:26]([O:29][C:30]([F:33])([F:32])[F:31])=[CH:25][CH:24]=3)[CH2:20][CH:19]([C:34]3[O:38][N:37]=[C:36]([CH2:39][CH2:40][O:41][CH3:42])[N:35]=3)[CH2:18]2)=[O:16])[CH2:11][CH2:10]1)(C)(C)C. Product: [NH2:8][CH:9]1[CH2:14][CH2:13][N:12]([C:15]([N:17]2[CH2:22][CH:21]([C:23]3[CH:28]=[CH:27][C:26]([O:29][C:30]([F:31])([F:32])[F:33])=[CH:25][CH:24]=3)[CH2:20][CH:19]([C:34]3[O:38][N:37]=[C:36]([CH2:39][CH2:40][O:41][CH3:42])[N:35]=3)[CH2:18]2)=[O:16])[CH2:11][CH2:10]1. The catalyst class is: 12. (3) Reactant: [F:1][C:2]1[CH:7]=[CH:6][C:5]([C:8]2[NH:12][C:11]([CH3:13])=[C:10]([C:14]([O:16][CH2:17][CH3:18])=[O:15])[CH:9]=2)=[CH:4][CH:3]=1.[H-].[Na+].[C:21]1([S:27](Cl)(=[O:29])=[O:28])[CH:26]=[CH:25][CH:24]=[CH:23][CH:22]=1. Product: [F:1][C:2]1[CH:3]=[CH:4][C:5]([C:8]2[N:12]([S:27]([C:21]3[CH:26]=[CH:25][CH:24]=[CH:23][CH:22]=3)(=[O:29])=[O:28])[C:11]([CH3:13])=[C:10]([C:14]([O:16][CH2:17][CH3:18])=[O:15])[CH:9]=2)=[CH:6][CH:7]=1. The catalyst class is: 7. (4) Reactant: Cl[C:2]1[CH:7]=[C:6]([C:8]2[CH:13]=[CH:12][CH:11]=[CH:10][N:9]=2)[N:5]=[C:4]([C:14]2[CH:19]=[CH:18][CH:17]=[CH:16][N:15]=2)[N:3]=1.[CH3:20][O:21][C:22]1[CH:27]=[CH:26][CH:25]=[C:24]([NH2:28])[CH:23]=1.Cl.[OH-].[Na+]. Product: [CH3:20][O:21][C:22]1[CH:23]=[C:24]([CH:25]=[CH:26][CH:27]=1)[NH:28][C:2]1[CH:7]=[C:6]([C:8]2[CH:13]=[CH:12][CH:11]=[CH:10][N:9]=2)[N:5]=[C:4]([C:14]2[CH:19]=[CH:18][CH:17]=[CH:16][N:15]=2)[N:3]=1. The catalyst class is: 97. (5) Reactant: [F:1][C:2]1[CH:3]=[C:4]2[C:8](=[CH:9][CH:10]=1)[NH:7][C:6](=[O:11])[CH2:5]2.[Li+].C[Si]([N-][Si](C)(C)C)(C)C.[Br:22][C:23]1[C:27]([CH3:29])([CH3:28])[O:26][C:25](=O)[CH:24]=1.Cl. Product: [Br:22][C:23]1[C:27]([CH3:29])([CH3:28])[O:26]/[C:25](=[C:5]2/[C:6](=[O:11])[NH:7][C:8]3[C:4]/2=[CH:3][C:2]([F:1])=[CH:10][CH:9]=3)/[CH:24]=1. The catalyst class is: 20. (6) Reactant: [C:1]([C:6]1[C:14]2[C:13]([NH:15][CH:16]3[CH2:21][CH2:20][O:19][CH2:18][CH2:17]3)=[N:12][CH:11]=[N:10][C:9]=2[N:8]([C:22]2[CH:23]=[C:24]([CH3:28])[CH:25]=[CH:26][CH:27]=2)[CH:7]=1)#[C:2][CH2:3][CH2:4][CH3:5]. The catalyst class is: 50. Product: [CH2:1]([C:6]1[C:14]2[C:13]([NH:15][CH:16]3[CH2:17][CH2:18][O:19][CH2:20][CH2:21]3)=[N:12][CH:11]=[N:10][C:9]=2[N:8]([C:22]2[CH:23]=[C:24]([CH3:28])[CH:25]=[CH:26][CH:27]=2)[CH:7]=1)[CH2:2][CH2:3][CH2:4][CH3:5].